Dataset: Peptide-MHC class I binding affinity with 185,985 pairs from IEDB/IMGT. Task: Regression. Given a peptide amino acid sequence and an MHC pseudo amino acid sequence, predict their binding affinity value. This is MHC class I binding data. (1) The peptide sequence is IPKRNRSIL. The MHC is HLA-A30:01 with pseudo-sequence HLA-A30:01. The binding affinity (normalized) is 0.0847. (2) The peptide sequence is IPPYCTIAPV. The MHC is HLA-B35:01 with pseudo-sequence HLA-B35:01. The binding affinity (normalized) is 0.0461. (3) The peptide sequence is SIIIPFIAY. The MHC is HLA-A31:01 with pseudo-sequence HLA-A31:01. The binding affinity (normalized) is 0.136. (4) The peptide sequence is CQITRRDWSF. The MHC is HLA-A23:01 with pseudo-sequence HLA-A23:01. The binding affinity (normalized) is 0.531. (5) The peptide sequence is CELSSHGDL. The MHC is HLA-B07:02 with pseudo-sequence HLA-B07:02. The binding affinity (normalized) is 0.213. (6) The peptide sequence is NVFKAMETFK. The MHC is HLA-A68:01 with pseudo-sequence HLA-A68:01. The binding affinity (normalized) is 0.974.